Dataset: Full USPTO retrosynthesis dataset with 1.9M reactions from patents (1976-2016). Task: Predict the reactants needed to synthesize the given product. (1) Given the product [CH3:33][O:34][C:35]1[N:40]=[CH:39][C:38]2[N:41]=[CH:42][N:43]([C:44]3[S:48][C:47]([C:49]([NH2:8])=[O:51])=[C:46]([O:53][CH2:54][C:55]4[CH:60]=[CH:59][CH:58]=[CH:57][C:56]=4[C:61]([F:62])([F:63])[F:64])[CH:45]=3)[C:37]=2[CH:36]=1, predict the reactants needed to synthesize it. The reactants are: COC1[N:8]=CC2N(C3SC(C(OC)=O)=C(OCC4C=CC=CC=4C(F)(F)F)C=3)C=NC=2C=1.[CH3:33][O:34][C:35]1[N:40]=[CH:39][C:38]2[N:41]=[CH:42][N:43]([C:44]3[S:48][C:47]([C:49]([O:51]C)=O)=[C:46]([O:53][CH2:54][C:55]4[CH:60]=[CH:59][CH:58]=[CH:57][C:56]=4[C:61]([F:64])([F:63])[F:62])[CH:45]=3)[C:37]=2[CH:36]=1.N. (2) Given the product [CH3:32][O:31][CH2:30][CH2:29][N:28]1[C:3](=[O:40])[C:4]2[C:5](=[C:6]([CH2:10][O:11][C:12]3[CH:13]=[CH:14][C:15]([C:18]4[CH:23]=[C:22]([F:24])[C:21]([F:25])=[CH:20][C:19]=4[F:26])=[CH:16][CH:17]=3)[CH:7]=[CH:8][CH:9]=2)[NH:27]1.[ClH:41].[CH3:32][O:31][CH2:30][CH2:29][N:28]1[C:3](=[O:40])[C:4]2[C:5](=[C:6]([CH2:10][O:11][C:12]3[CH:13]=[CH:14][C:15]([C:18]4[CH:23]=[C:22]([F:24])[C:21]([F:25])=[CH:20][C:19]=4[F:26])=[CH:16][CH:17]=3)[CH:7]=[CH:8][CH:9]=2)[NH:27]1, predict the reactants needed to synthesize it. The reactants are: CO[C:3](=[O:40])[C:4]1[CH:9]=[CH:8][CH:7]=[C:6]([CH2:10][O:11][C:12]2[CH:17]=[CH:16][C:15]([C:18]3[CH:23]=[C:22]([F:24])[C:21]([F:25])=[CH:20][C:19]=3[F:26])=[CH:14][CH:13]=2)[C:5]=1[NH:27][N:28](C(OC(C)(C)C)=O)[CH2:29][CH2:30][O:31][CH3:32].[ClH:41]. (3) Given the product [C:11]([O:15][C:16]([N:18]1[CH2:23][CH2:22][CH:21]([CH2:24][CH2:25][CH:6]2[C:7](=[O:8])[O:9][C:2]([CH3:10])([CH3:1])[O:3][C:4]2=[O:5])[CH2:20][CH2:19]1)=[O:17])([CH3:14])([CH3:13])[CH3:12], predict the reactants needed to synthesize it. The reactants are: [CH3:1][C:2]1([CH3:10])[O:9][C:7](=[O:8])[CH2:6][C:4](=[O:5])[O:3]1.[C:11]([O:15][C:16]([N:18]1[CH2:23][CH2:22][CH:21]([CH2:24][CH:25]=O)[CH2:20][CH2:19]1)=[O:17])([CH3:14])([CH3:13])[CH3:12].C(O)(=O)C.N1CCCCC1.[BH4-].[Na+].Cl. (4) Given the product [CH3:27][CH:28]([CH3:31])[CH2:29][NH:30][CH2:12][C@H:13]1[O:18][C:17]2[CH:19]=[C:20]([S:23]([CH3:26])(=[O:24])=[O:25])[CH:21]=[CH:22][C:16]=2[O:15][CH2:14]1, predict the reactants needed to synthesize it. The reactants are: CC1C=CC(S(O[CH2:12][C@H:13]2[O:18][C:17]3[CH:19]=[C:20]([S:23]([CH3:26])(=[O:25])=[O:24])[CH:21]=[CH:22][C:16]=3[O:15][CH2:14]2)(=O)=O)=CC=1.[CH3:27][CH:28]([CH3:31])[CH2:29][NH2:30]. (5) Given the product [CH3:1][N:2]([C:3]1[CH:4]=[CH:5][CH:6]=[C:7]([C:9]2[S:10][C:11]3[CH:19]=[CH:18][CH:17]=[CH:16][C:12]=3[C:13](=[O:15])[N:14]=2)[N:8]=1)[C:26]([CH:20]1[CH2:25][CH2:24][CH2:23][CH2:22][CH2:21]1)=[O:27], predict the reactants needed to synthesize it. The reactants are: [CH3:1][NH:2][C:3]1[N:8]=[C:7]([C:9]2[S:10][C:11]3[CH:19]=[CH:18][CH:17]=[CH:16][C:12]=3[C:13](=[O:15])[N:14]=2)[CH:6]=[CH:5][CH:4]=1.[CH:20]1([C:26](Cl)=[O:27])[CH2:25][CH2:24][CH2:23][CH2:22][CH2:21]1.CN(C)C(=O)C. (6) Given the product [N:1]1([C:8]2[C:9]([C:22]3[CH:23]=[CH:24][CH:25]=[CH:26][CH:27]=3)=[N:10][C:11]3[C:16]([N:17]=2)=[CH:15][C:14]([C:18]([OH:20])=[O:19])=[CH:13][CH:12]=3)[CH2:7][CH2:6][CH2:5][CH2:4][CH2:3][CH2:2]1, predict the reactants needed to synthesize it. The reactants are: [N:1]1([C:8]2[C:9]([C:22]3[CH:27]=[CH:26][CH:25]=[CH:24][CH:23]=3)=[N:10][C:11]3[C:16]([N:17]=2)=[CH:15][C:14]([C:18]([O:20]C)=[O:19])=[CH:13][CH:12]=3)[CH2:7][CH2:6][CH2:5][CH2:4][CH2:3][CH2:2]1.[OH-].[Na+].Cl. (7) Given the product [CH2:1]([O:5][CH2:6][CH2:7][O:8][C:9]1[CH:10]=[CH:11][C:12]([C:15]2[CH:16]=[C:17](/[CH:26]=[CH:27]/[C:28]([OH:30])=[O:29])[C:18]([N:21]3[CH2:25][CH2:24][CH2:23][CH2:22]3)=[N:19][CH:20]=2)=[CH:13][CH:14]=1)[CH2:2][CH2:3][CH3:4], predict the reactants needed to synthesize it. The reactants are: [CH2:1]([O:5][CH2:6][CH2:7][O:8][C:9]1[CH:14]=[CH:13][C:12]([C:15]2[CH:16]=[C:17](/[CH:26]=[CH:27]/[C:28]([O:30]CC)=[O:29])[C:18]([N:21]3[CH2:25][CH2:24][CH2:23][CH2:22]3)=[N:19][CH:20]=2)=[CH:11][CH:10]=1)[CH2:2][CH2:3][CH3:4].[OH-].[Na+].O.Cl. (8) Given the product [C:1]([C:4]1[C:8]2[CH:9]=[C:10]([OH:13])[CH:11]=[CH:12][C:7]=2[O:6][CH:5]=1)([OH:3])=[O:2], predict the reactants needed to synthesize it. The reactants are: [C:1]([C:4]1[C:8]2[CH:9]=[C:10]([O:13]C)[CH:11]=[CH:12][C:7]=2[O:6][CH:5]=1)([OH:3])=[O:2]. (9) Given the product [CH2:1]([O:3][C:4]([C:5]1[CH:6]=[C:7]([C:8]2[CH:13]=[CH:12][CH:11]=[CH:10][N:9]=2)[N:18]([CH3:17])[N:19]=1)=[O:16])[CH3:2], predict the reactants needed to synthesize it. The reactants are: [CH2:1]([O:3][C:4](=[O:16])[C:5](=O)/[CH:6]=[C:7](\O)/[C:8]1[CH:13]=[CH:12][CH:11]=[CH:10][N:9]=1)[CH3:2].[CH3:17][NH:18][NH2:19].C(Cl)Cl.CO. (10) Given the product [Cl:52][C:21]1[C:22]([NH:28][C:29]2[N:34]=[C:33]([NH:35][CH2:36][CH3:37])[C:32]3=[N:47][CH:48]=[C:49]([C:50]#[N:51])[N:31]3[N:30]=2)=[CH:23][C:24]([C:26]#[N:27])=[CH:25][C:20]=1[N:11]1[CH2:12][CH2:13][C@@H:14]([NH:15][C:16](=[O:19])[O:17][CH3:18])[C@H:9]([OH:8])[CH2:10]1, predict the reactants needed to synthesize it. The reactants are: [Si]([O:8][C@H:9]1[C@H:14]([NH:15][C:16](=[O:19])[O:17][CH3:18])[CH2:13][CH2:12][N:11]([C:20]2[CH:25]=[C:24]([C:26]#[N:27])[CH:23]=[C:22]([NH:28][C:29]3[N:34]=[C:33]([N:35](CC)[CH2:36][C:37]4C=CC(OC)=CC=4)[C:32]4=[N:47][CH:48]=[C:49]([C:50]#[N:51])[N:31]4[N:30]=3)[C:21]=2[Cl:52])[CH2:10]1)(C(C)(C)C)(C)C.CCCC[N+](CCCC)(CCCC)CCCC.[F-].